The task is: Predict the reactants needed to synthesize the given product.. This data is from Full USPTO retrosynthesis dataset with 1.9M reactions from patents (1976-2016). (1) Given the product [F:23][C:24]1[CH:25]=[C:26]([CH:30]=[CH:31][C:32]=1[O:33][CH3:34])[C:27]([NH:1][CH:2]1[CH2:11][C:10]2[CH:9]=[C:8]([O:12][C:13]3[CH:18]=[CH:17][N:16]=[C:15]([C:19]([NH:21][CH3:22])=[O:20])[CH:14]=3)[CH:7]=[CH:6][C:5]=2[CH2:4][CH2:3]1)=[O:28], predict the reactants needed to synthesize it. The reactants are: [NH2:1][CH:2]1[CH2:11][C:10]2[CH:9]=[C:8]([O:12][C:13]3[CH:18]=[CH:17][N:16]=[C:15]([C:19]([NH:21][CH3:22])=[O:20])[CH:14]=3)[CH:7]=[CH:6][C:5]=2[CH2:4][CH2:3]1.[F:23][C:24]1[CH:25]=[C:26]([CH:30]=[CH:31][C:32]=1[O:33][CH3:34])[C:27](O)=[O:28].CCN(C(C)C)C(C)C.CN(C(ON1N=NC2C=CC=CC1=2)=[N+](C)C)C.[B-](F)(F)(F)F. (2) Given the product [CH3:1][N:2]1[C:6]([C:7]2[CH:8]=[C:9]([CH:14]=[CH:15][CH:16]=2)[C:10]([OH:12])=[O:11])=[CH:5][CH:4]=[N:3]1, predict the reactants needed to synthesize it. The reactants are: [CH3:1][N:2]1[C:6]([C:7]2[CH:8]=[C:9]([CH:14]=[CH:15][CH:16]=2)[C:10]([O:12]C)=[O:11])=[CH:5][CH:4]=[N:3]1.[OH-].[Na+]. (3) Given the product [CH2:3]([O:5][C:6]1[CH:7]=[CH:8][C:9]([CH2:10][N:11]2[C:19]3[CH:18]=[CH:17][C:16]([C:20]([N:22]4[CH2:23][CH2:24][CH:25]([CH3:28])[CH2:26][CH2:27]4)=[O:21])=[CH:15][C:14]=3[C:13]3[CH2:29][N:30]([CH2:35][CH:36]([CH3:39])[CH3:37])[CH2:31][CH2:32][C:12]2=3)=[CH:33][CH:34]=1)[CH3:4], predict the reactants needed to synthesize it. The reactants are: Cl.Cl.[CH2:3]([O:5][C:6]1[CH:34]=[CH:33][C:9]([CH2:10][N:11]2[C:19]3[CH:18]=[CH:17][C:16]([C:20]([N:22]4[CH2:27][CH2:26][CH:25]([CH3:28])[CH2:24][CH2:23]4)=[O:21])=[CH:15][C:14]=3[C:13]3[CH2:29][NH:30][CH2:31][CH2:32][C:12]2=3)=[CH:8][CH:7]=1)[CH3:4].[CH3:35][CH:36]([CH3:39])[CH:37]=O. (4) Given the product [Br:1][C:2]1[C:3]([NH2:14])=[N:4][CH:5]=[C:6]([CH:8]2[CH2:9][CH2:10][N:11]([S:25]([CH3:24])(=[O:27])=[O:26])[CH2:12][CH2:13]2)[N:7]=1, predict the reactants needed to synthesize it. The reactants are: [Br:1][C:2]1[C:3]([NH2:14])=[N:4][CH:5]=[C:6]([CH:8]2[CH2:13][CH2:12][NH:11][CH2:10][CH2:9]2)[N:7]=1.CCN(C(C)C)C(C)C.[CH3:24][S:25](Cl)(=[O:27])=[O:26]. (5) Given the product [Br:1][C:2]1[CH:7]=[CH:6][CH:5]=[CH:4][C:3]=1[O:8][CH:10]1[CH2:13][CH2:12][CH2:11]1, predict the reactants needed to synthesize it. The reactants are: [Br:1][C:2]1[CH:7]=[CH:6][CH:5]=[CH:4][C:3]=1[OH:8].Br[CH:10]1[CH2:13][CH2:12][CH2:11]1.